From a dataset of Full USPTO retrosynthesis dataset with 1.9M reactions from patents (1976-2016). Predict the reactants needed to synthesize the given product. (1) Given the product [P:43]([C:40]1[CH:39]=[CH:38][CH:37]=[CH:42][CH:41]=1)([C:50]1[CH:55]=[CH:54][CH:53]=[CH:52][CH:51]=1)([C:44]1[CH:49]=[CH:48][CH:47]=[CH:46][CH:45]=1)=[O:3], predict the reactants needed to synthesize it. The reactants are: C(O[C@@H]1[C@H](OC(=O)C)[C@@H](COC(=O)C)O[C@H]1N1C2N=CN=C(O)C=2N=C1)(=[O:3])C.C(C1NC=CN=1)CC.[CH:37]1[CH:42]=[CH:41][C:40]([P:43]([C:50]2[CH:55]=[CH:54][CH:53]=[CH:52][CH:51]=2)[C:44]2[CH:49]=[CH:48][CH:47]=[CH:46][CH:45]=2)=[CH:39][CH:38]=1.II.C(N(C(C)C)C(C)C)C. (2) Given the product [Cl:1][C:2]1[CH:7]=[CH:6][C:5]([S:8][CH2:14][C:13]2[CH:16]=[C:17]([F:20])[CH:18]=[CH:19][C:12]=2[F:11])=[CH:4][CH:3]=1, predict the reactants needed to synthesize it. The reactants are: [Cl:1][C:2]1[CH:7]=[CH:6][C:5]([SH:8])=[CH:4][CH:3]=1.[OH-].[Na+].[F:11][C:12]1[CH:19]=[CH:18][C:17]([F:20])=[CH:16][C:13]=1[CH2:14]Br.